Dataset: Orexin1 receptor HTS with 218,158 compounds and 233 confirmed actives. Task: Binary Classification. Given a drug SMILES string, predict its activity (active/inactive) in a high-throughput screening assay against a specified biological target. (1) The drug is O=C(Nc1cc(ccc1)C)CC12CC3(n4nc(nn4)C)CC(C1)CC(C2)C3. The result is 0 (inactive). (2) The drug is Oc1c([N+]([O-])=O)cc(CC(N)C(O)=O)cc1. The result is 0 (inactive). (3) The molecule is s1c(nc(c2c(OC)cc(OC)cc2)c1)c1sccc1. The result is 0 (inactive). (4) The compound is S(c1n(\c([nH]n1)=C1\C(=O)C=CC=C1)c1ccccc1)CC(=O)Nc1cc(ccc1)C(O)=O. The result is 0 (inactive). (5) The compound is s1c2c(c(C#CC3(O)CCCCC3)c1c1ccc(OC)cc1)cc(N1CCOCC1)cc2. The result is 0 (inactive). (6) The drug is S(CC(=O)NC1CC1)c1n(c(nn1)c1cc(OC)ccc1)CC. The result is 0 (inactive).